Dataset: Peptide-MHC class I binding affinity with 185,985 pairs from IEDB/IMGT. Task: Regression. Given a peptide amino acid sequence and an MHC pseudo amino acid sequence, predict their binding affinity value. This is MHC class I binding data. (1) The binding affinity (normalized) is 0.348. The MHC is H-2-Kb with pseudo-sequence H-2-Kb. The peptide sequence is VSLTNGMSV. (2) The peptide sequence is FSPEVIPMF. The MHC is HLA-B44:03 with pseudo-sequence HLA-B44:03. The binding affinity (normalized) is 0. (3) The MHC is HLA-A33:01 with pseudo-sequence HLA-A33:01. The peptide sequence is TYPVLEEMF. The binding affinity (normalized) is 0. (4) The peptide sequence is HTQGYFPDW. The MHC is HLA-A30:02 with pseudo-sequence HLA-A30:02. The binding affinity (normalized) is 0.314. (5) The peptide sequence is VHFRNQVKI. The MHC is HLA-B15:01 with pseudo-sequence HLA-B15:01. The binding affinity (normalized) is 0.0847. (6) The peptide sequence is KGIGGNQEI. The MHC is Mamu-B08 with pseudo-sequence Mamu-B08. The binding affinity (normalized) is 0. (7) The peptide sequence is KIFEYGFTF. The MHC is HLA-A01:01 with pseudo-sequence HLA-A01:01. The binding affinity (normalized) is 0.0847.